From a dataset of Forward reaction prediction with 1.9M reactions from USPTO patents (1976-2016). Predict the product of the given reaction. (1) Given the reactants [CH3:1][C:2]1[N:7]=[C:6]([NH:8][CH3:9])[N:5]=[C:4]([NH:10][CH:11]2[CH2:16][CH2:15][CH2:14][CH:13]([C:17]([OH:19])=O)[CH2:12]2)[N:3]=1.[NH2:20][CH2:21][C:22]1[CH:29]=[CH:28][C:25]([C:26]#[N:27])=[CH:24][C:23]=1[C:30]([F:33])([F:32])[F:31].C(N(C(C)C)CC)(C)C.F[P-](F)(F)(F)(F)F.N1(O[P+](N(C)C)(N(C)C)N(C)C)C2C=CC=CC=2N=N1, predict the reaction product. The product is: [C:26]([C:25]1[CH:28]=[CH:29][C:22]([CH2:21][NH:20][C:17]([C@H:13]2[CH2:14][CH2:15][CH2:16][C@@H:11]([NH:10][C:4]3[N:3]=[C:2]([CH3:1])[N:7]=[C:6]([NH:8][CH3:9])[N:5]=3)[CH2:12]2)=[O:19])=[C:23]([C:30]([F:31])([F:33])[F:32])[CH:24]=1)#[N:27]. (2) Given the reactants C(C1C(=O)C(Cl)=C(Cl)C(=O)C=1C#N)#N.[CH2:15]([O:17][C:18](=[O:59])[C:19]1[CH:24]=[C:23]([C:25]#[N:26])[C:22]([N:27]2[CH2:32][CH2:31][CH:30]([C:33](=[O:45])[NH:34][S:35]([CH2:38][C:39]3[CH:44]=[CH:43][CH:42]=[CH:41][CH:40]=3)(=[O:37])=[O:36])[CH2:29][CH2:28]2)=[N:21][C:20]=1[CH2:46][O:47]CC1C=CC(OC)=C(OC)C=1)[CH3:16], predict the reaction product. The product is: [CH2:15]([O:17][C:18](=[O:59])[C:19]1[CH:24]=[C:23]([C:25]#[N:26])[C:22]([N:27]2[CH2:32][CH2:31][CH:30]([C:33](=[O:45])[NH:34][S:35]([CH2:38][C:39]3[CH:40]=[CH:41][CH:42]=[CH:43][CH:44]=3)(=[O:36])=[O:37])[CH2:29][CH2:28]2)=[N:21][C:20]=1[CH2:46][OH:47])[CH3:16]. (3) The product is: [CH3:1][N:2]1[CH2:7][CH2:6][N:5]([C:10]2[CH:16]=[CH:15][C:13]([NH2:14])=[CH:12][CH:11]=2)[C:4](=[O:8])[CH2:3]1. Given the reactants [CH3:1][N:2]1[CH2:7][CH2:6][NH:5][C:4](=[O:8])[CH2:3]1.I[C:10]1[CH:16]=[CH:15][C:13]([NH2:14])=[CH:12][CH:11]=1.[O-]P([O-])([O-])=O.[K+].[K+].[K+].N[C@@H]1CCCC[C@H]1N, predict the reaction product. (4) Given the reactants [C:1](PCC1C(CPC(C)(C)C)=CC=CC=1)(C)(C)C.CS(O)(=O)=O.[C:24]([O-:44])(=[O:43])[CH2:25][CH2:26][CH2:27][CH2:28][CH2:29][CH2:30][CH2:31]/[CH:32]=[CH:33]\[CH2:34][C@@H:35]([CH2:37][CH2:38][CH2:39][CH2:40][CH2:41][CH3:42])[OH:36], predict the reaction product. The product is: [CH3:1][O:43][C:24](=[O:44])[CH2:25][CH2:26][CH2:27][CH2:28][CH2:29][CH2:30][CH2:31]/[CH:32]=[CH:33]\[CH2:34][C@@H:35]([CH2:37][CH2:38][CH2:39][CH2:40][CH2:41][CH3:42])[OH:36]. (5) Given the reactants CO[C:3]1[CH:4]=[C:5]([CH:9]=[CH:10][C:11]=1[N+:12]([O-])=O)[N:6]([CH3:8])[CH3:7].[C:15](OCC)(=[O:17])C, predict the reaction product. The product is: [CH3:15][O:17][C:4]1[CH:3]=[C:11]([NH2:12])[CH:10]=[CH:9][C:5]=1[N:6]([CH3:7])[CH3:8]. (6) Given the reactants [CH:1](=O)[CH2:2][CH2:3][CH2:4][CH2:5][CH3:6].[C:8]([NH2:12])([CH3:11])([CH3:10])[CH3:9].N1C=CC=CC=1.[C:19]([N:24]=[C:25]=[S:26])(=[O:23])[O:20][CH2:21][CH3:22].II, predict the reaction product. The product is: [CH2:3]([C:2]1=[CH:1][N:12]([C:8]([CH3:11])([CH3:10])[CH3:9])[S:26]/[C:25]/1=[N:24]\[C:19](=[O:23])[O:20][CH2:21][CH3:22])[CH2:4][CH2:5][CH3:6]. (7) Given the reactants [Br:1][C:2]1[CH:3]=[CH:4][C:5]2[N:9]=[CH:8][N:7]([CH2:10][CH:11]([CH3:13])[CH3:12])[C:6]=2[CH:14]=1.Br[C:16]1[CH:21]=C(NCC2CCCCC2)C(N)=C[CH:17]=1, predict the reaction product. The product is: [Br:1][C:2]1[CH:3]=[CH:4][C:5]2[N:9]=[CH:8][N:7]([CH2:10][CH:11]3[CH2:12][CH2:21][CH2:16][CH2:17][CH2:13]3)[C:6]=2[CH:14]=1. (8) The product is: [C:15]1([NH:14][C:4]2[N:3]=[C:2]([NH:21][C@H:22]([CH2:25][CH3:26])[CH2:23][OH:24])[N:10]=[C:9]3[C:5]=2[N:6]=[CH:7][N:8]3[CH2:11][CH2:12][CH3:13])[CH:20]=[CH:19][CH:18]=[CH:17][CH:16]=1. Given the reactants Cl[C:2]1[N:10]=[C:9]2[C:5]([N:6]=[CH:7][N:8]2[CH2:11][CH2:12][CH3:13])=[C:4]([NH:14][C:15]2[CH:20]=[CH:19][CH:18]=[CH:17][CH:16]=2)[N:3]=1.[NH2:21][C@H:22]([CH2:25][CH3:26])[CH2:23][OH:24], predict the reaction product.